Dataset: Reaction yield outcomes from USPTO patents with 853,638 reactions. Task: Predict the reaction yield, written as a fraction of the theoretical maximum amount of product (1.0 means a 100% yield; for example, 0.34 means a 34% yield). (1) The yield is 0.870. The catalyst is C(OC(=O)C)(=O)C. The reactants are [CH3:1][C:2]1[CH:19]=[CH:18][C:5]([C:6]([NH:8][CH:9]([C:15](=[O:17])[CH3:16])[CH2:10][C:11]([O:13][CH3:14])=[O:12])=O)=[CH:4][CH:3]=1.OS(O)(=O)=O. The product is [CH3:16][C:15]1[O:17][C:6]([C:5]2[CH:18]=[CH:19][C:2]([CH3:1])=[CH:3][CH:4]=2)=[N:8][C:9]=1[CH2:10][C:11]([O:13][CH3:14])=[O:12]. (2) The reactants are [NH2:1][C:2]1[S:3][C:4]([C:24]2[CH:29]=[CH:28][N:27]=[C:26](Cl)[N:25]=2)=[C:5]([C:7]2[CH:8]=[C:9]([NH:13][C:14](=[O:23])[C:15]3[C:20]([F:21])=[CH:19][CH:18]=[CH:17][C:16]=3[F:22])[CH:10]=[CH:11][CH:12]=2)[N:6]=1.[CH3:31][N:32]([CH3:43])[CH2:33][CH2:34][O:35][C:36]1[CH:37]=[C:38]([NH2:42])[CH:39]=[CH:40][CH:41]=1. No catalyst specified. The product is [NH2:1][C:2]1[S:3][C:4]([C:24]2[CH:29]=[CH:28][N:27]=[C:26]([NH:42][C:38]3[CH:39]=[CH:40][CH:41]=[C:36]([O:35][CH2:34][CH2:33][N:32]([CH3:43])[CH3:31])[CH:37]=3)[N:25]=2)=[C:5]([C:7]2[CH:8]=[C:9]([NH:13][C:14](=[O:23])[C:15]3[C:20]([F:21])=[CH:19][CH:18]=[CH:17][C:16]=3[F:22])[CH:10]=[CH:11][CH:12]=2)[N:6]=1. The yield is 0.260. (3) The reactants are [CH2:1]([O:3][C:4](=[O:13])[C:5]1[CH:10]=[CH:9][C:8]([NH2:11])=[C:7]([NH2:12])[CH:6]=1)[CH3:2].[CH:14](O)=O. No catalyst specified. The product is [CH2:1]([O:3][C:4]([C:5]1[CH:10]=[CH:9][C:8]2[N:11]=[CH:14][NH:12][C:7]=2[CH:6]=1)=[O:13])[CH3:2]. The yield is 0.702. (4) The reactants are [NH2:1][C:2]1[CH:3]=[C:4]([CH:17]=[CH:18][CH:19]=1)[O:5][C:6]1[C:15]2[C:10](=[CH:11][CH:12]=[CH:13][CH:14]=2)[NH:9][C:8](=[O:16])[CH:7]=1.CO.C([BH3-])#N.[N:25]1[CH:30]=[CH:29][CH:28]=[CH:27][C:26]=1[CH2:31][N:32]1[CH2:37][CH2:36][C:35](=O)[CH2:34][CH2:33]1. The catalyst is C(Cl)Cl. The product is [N:25]1[CH:30]=[CH:29][CH:28]=[CH:27][C:26]=1[CH2:31][N:32]1[CH2:37][CH2:36][CH:35]([NH:1][C:2]2[CH:3]=[C:4]([CH:17]=[CH:18][CH:19]=2)[O:5][C:6]2[C:15]3[C:10](=[CH:11][CH:12]=[CH:13][CH:14]=3)[NH:9][C:8](=[O:16])[CH:7]=2)[CH2:34][CH2:33]1. The yield is 0.710. (5) The reactants are [Br:1][C:2]1[CH:3]=[C:4]2[C:8](=[C:9]([C:11]([O:13][CH2:14][CH3:15])=[O:12])[CH:10]=1)[NH:7][CH:6]=[C:5]2[CH:16]1[CH2:22][CH:21]2[S:23][CH:18]([CH2:19][CH2:20]2)[CH2:17]1.[C:24](O[C:24]([O:26][C:27]([CH3:30])([CH3:29])[CH3:28])=[O:25])([O:26][C:27]([CH3:30])([CH3:29])[CH3:28])=[O:25]. The catalyst is C(#N)C.O1CCCC1.CN(C)C1C=CN=CC=1. The product is [Br:1][C:2]1[CH:3]=[C:4]2[C:8](=[C:9]([C:11]([O:13][CH2:14][CH3:15])=[O:12])[CH:10]=1)[N:7]([C:24]([O:26][C:27]([CH3:30])([CH3:29])[CH3:28])=[O:25])[CH:6]=[C:5]2[CH:16]1[CH2:22][CH:21]2[S:23][CH:18]([CH2:19][CH2:20]2)[CH2:17]1. The yield is 1.03. (6) The reactants are [CH3:1][O:2][C:3](=[O:28])[CH2:4][O:5][CH2:6]/[CH:7]=[CH:8]\[CH2:9][N:10]1[C@@H:15](/[CH:16]=[CH:17]/[C:18](=[O:26])[CH2:19][C:20]2[CH:25]=[CH:24][CH:23]=[CH:22][CH:21]=2)[CH2:14][CH2:13][CH2:12][C:11]1=[O:27]. The catalyst is CC#N.C1C=CC(P(C2C=CC=CC=2)C2C=CC=CC=2)=CC=1.C1C=CC(P(C2C=CC=CC=2)C2C=CC=CC=2)=CC=1.C1C=CC(P(C2C=CC=CC=2)C2C=CC=CC=2)=CC=1.C1C=CC(P(C2C=CC=CC=2)C2C=CC=CC=2)=CC=1.C1C=CC(P(C2C=CC=CC=2)C2C=CC=CC=2)=CC=1.C1C=CC(P(C2C=CC=CC=2)C2C=CC=CC=2)=CC=1.[Cu].[Cu].[Cu].[Cu].[Cu].[Cu]. The product is [CH3:1][O:2][C:3](=[O:28])[CH2:4][O:5][CH2:6]/[CH:7]=[CH:8]\[CH2:9][N:10]1[C@@H:15]([CH2:16][CH2:17][C:18](=[O:26])[CH2:19][C:20]2[CH:25]=[CH:24][CH:23]=[CH:22][CH:21]=2)[CH2:14][CH2:13][CH2:12][C:11]1=[O:27]. The yield is 0.790. (7) The reactants are Cl[CH2:2][CH2:3][CH2:4][N:5]1[C:9]2[C:10]([C:16]([O:18][CH3:19])=[O:17])=[CH:11][CH:12]=[C:13]([O:14][CH3:15])[C:8]=2[N:7]=[C:6]1[NH:20][C:21]1[C:22]([CH3:30])=[N:23][C:24]([O:28][CH3:29])=[N:25][C:26]=1[CH3:27].C(=O)([O-])[O-].[K+].[K+].O. The catalyst is CN(C)C=O. The product is [CH3:15][O:14][C:13]1[CH:12]=[CH:11][C:10]([C:16]([O:18][CH3:19])=[O:17])=[C:9]2[C:8]=1[N:7]=[C:6]1[N:20]([C:21]3[C:22]([CH3:30])=[N:23][C:24]([O:28][CH3:29])=[N:25][C:26]=3[CH3:27])[CH2:2][CH2:3][CH2:4][N:5]21. The yield is 0.890. (8) The catalyst is C(Cl)Cl. The reactants are [Cl:1][C:2]1[CH:8]=[C:7]([O:9][C:10]2[C:19]3[C:14](=[CH:15][C:16]([O:22][CH3:23])=[C:17]([O:20][CH3:21])[CH:18]=3)[N:13]=[CH:12][N:11]=2)[CH:6]=[CH:5][C:3]=1[NH2:4].C1(C)C=CC=CC=1.C(N(CC)CC)C.ClC(Cl)(O[C:42](=[O:48])[O:43][C:44](Cl)(Cl)Cl)Cl.[Cl:50][C:51]1[CH:61]=[CH:60][C:54]([O:55][CH2:56][CH2:57]CO)=[CH:53][CH:52]=1. The product is [Cl:1][C:2]1[CH:8]=[C:7]([O:9][C:10]2[C:19]3[C:14](=[CH:15][C:16]([O:22][CH3:23])=[C:17]([O:20][CH3:21])[CH:18]=3)[N:13]=[CH:12][N:11]=2)[CH:6]=[CH:5][C:3]=1[NH:4][C:42](=[O:48])[O:43][CH2:44][CH2:57][CH2:56][O:55][C:54]1[CH:60]=[CH:61][C:51]([Cl:50])=[CH:52][CH:53]=1. The yield is 0.440.